Binary Classification. Given a drug SMILES string, predict its activity (active/inactive) in a high-throughput screening assay against a specified biological target. From a dataset of Cav3 T-type calcium channel HTS with 100,875 compounds. (1) The result is 0 (inactive). The molecule is O1C=2CC(CC(=O)C2C(C(=C1/N=C\N1CCOCC1)C#N)c1cc(OC)c(OC)cc1)(C)C. (2) The drug is O=C1N(CC(=O)N2C1CCC2)Cc1cc(C(=O)NC2CCN(CC2)C(OCC)=O)ccc1OC. The result is 0 (inactive). (3) The compound is s1c(Cn2nnnc2C(N2CCN(C3CCCC3)CC2)CC)ccc1. The result is 0 (inactive). (4) The drug is Clc1ccc(c2nn(c3sc(C(=O)N4CCN(CC4)CC)cc23)C)cc1. The result is 0 (inactive).